Dataset: Forward reaction prediction with 1.9M reactions from USPTO patents (1976-2016). Task: Predict the product of the given reaction. (1) Given the reactants [C:1](Cl)(=[O:3])[CH3:2].Cl.[CH3:6][O:7][C:8]([C:10]1(C(OC)=O)[C:14]2([CH2:19][CH2:18][CH2:17][CH2:16][CH2:15]2)[CH2:13][N:12]([CH2:20][C:21]2[CH:26]=[CH:25][CH:24]=[CH:23][CH:22]=2)[CH2:11]1)=[O:9], predict the reaction product. The product is: [C:1]1(=[O:3])[CH2:13][CH2:14][CH2:10][CH2:8][CH2:2]1.[CH3:6][O:7][C:8]([CH:10]1[C:14]2([CH2:15][CH2:16][CH2:17][CH2:18][CH2:19]2)[CH2:13][N:12]([CH2:20][C:21]2[CH:22]=[CH:23][CH:24]=[CH:25][CH:26]=2)[CH2:11]1)=[O:9]. (2) Given the reactants [H-].[Na+].[C:3]([O:7][C:8]([N:10]1[CH2:20][CH2:19][C:13]2([O:17][C:16](=[O:18])[NH:15][CH2:14]2)[CH2:12][CH2:11]1)=[O:9])([CH3:6])([CH3:5])[CH3:4].[Br:21][C:22]1[CH:23]=[C:24]([CH:27]=[CH:28][CH:29]=1)[CH2:25]Br.O, predict the reaction product. The product is: [C:3]([O:7][C:8]([N:10]1[CH2:11][CH2:12][C:13]2([O:17][C:16](=[O:18])[N:15]([CH2:25][C:24]3[CH:27]=[CH:28][CH:29]=[C:22]([Br:21])[CH:23]=3)[CH2:14]2)[CH2:19][CH2:20]1)=[O:9])([CH3:6])([CH3:4])[CH3:5]. (3) Given the reactants [Br:1][C:2]1[C:3]([CH3:23])=[C:4]2[C:9](=[CH:10][C:11]=1[CH3:12])[O:8][C:7](=[O:13])[CH:6]=[C:5]2[C:14]1[CH:19]=[CH:18][CH:17]=[C:16]([N+:20]([O-])=O)[CH:15]=1.CCOC(C)=O.C([O-])([O-])=O.[Na+].[Na+], predict the reaction product. The product is: [NH2:20][C:16]1[CH:15]=[C:14]([C:5]2[C:4]3[C:9](=[CH:10][C:11]([CH3:12])=[C:2]([Br:1])[C:3]=3[CH3:23])[O:8][C:7](=[O:13])[CH:6]=2)[CH:19]=[CH:18][CH:17]=1. (4) Given the reactants [F:1][C:2]1[CH:7]=[CH:6][C:5]([F:8])=[CH:4][C:3]=1[C@H:9]1[CH2:13][CH2:12][CH2:11][N:10]1[C:14]1[CH:19]=[CH:18][N:17]2[N:20]=[CH:21][C:22]([C:23](O)=[O:24])=[C:16]2[N:15]=1.CN(C(ON1N=NC2C=CC=NC1=2)=[N+](C)C)C.F[P-](F)(F)(F)(F)F.[NH2:50][CH2:51][C@H:52]([OH:55])[CH2:53][OH:54].C(N(C(C)C)CC)(C)C, predict the reaction product. The product is: [F:1][C:2]1[CH:7]=[CH:6][C:5]([F:8])=[CH:4][C:3]=1[C@H:9]1[CH2:13][CH2:12][CH2:11][N:10]1[C:14]1[CH:19]=[CH:18][N:17]2[N:20]=[CH:21][C:22]([C:23]([NH:50][CH2:51][C@H:52]([OH:55])[CH2:53][OH:54])=[O:24])=[C:16]2[N:15]=1. (5) The product is: [Br:1][C:2]1[CH:10]=[C:9]2[C:5]([C:6](=[O:12])[C:7](=[O:11])[N:8]2[CH2:20][CH:21]([CH2:22][CH2:23][CH2:24][CH2:25][CH2:26][CH2:27][CH2:28][CH2:29][CH2:30][CH3:31])[CH2:32][CH2:33][CH2:34][CH2:35][CH2:36][CH2:37][CH2:38][CH2:39][CH2:40][CH2:41][CH2:42][CH3:43])=[CH:4][CH:3]=1. Given the reactants [Br:1][C:2]1[CH:10]=[C:9]2[C:5]([C:6](=[O:12])[C:7](=[O:11])[NH:8]2)=[CH:4][CH:3]=1.C([O-])([O-])=O.[K+].[K+].Br[CH2:20][CH:21]([CH2:32][CH2:33][CH2:34][CH2:35][CH2:36][CH2:37][CH2:38][CH2:39][CH2:40][CH2:41][CH2:42][CH3:43])[CH2:22][CH2:23][CH2:24][CH2:25][CH2:26][CH2:27][CH2:28][CH2:29][CH2:30][CH3:31], predict the reaction product. (6) Given the reactants [OH:1][CH2:2][C@@H:3]1[C@:12]2([CH3:13])[C@H:7]([C:8]([CH3:15])([CH3:14])[CH2:9][CH2:10][CH2:11]2)[CH2:6][CH2:5][C@@:4]1([CH3:17])[OH:16].C(N(CC)CC)C.[CH3:25][S:26](Cl)(=[O:28])=[O:27], predict the reaction product. The product is: [CH3:25][S:26]([O:1][CH2:2][C@@H:3]1[C@:12]2([CH3:13])[C@H:7]([C:8]([CH3:15])([CH3:14])[CH2:9][CH2:10][CH2:11]2)[CH2:6][CH2:5][C@:4]1([OH:16])[CH3:17])(=[O:28])=[O:27]. (7) Given the reactants Cl[C:2]1[C:7]([F:8])=[C:6]([O:9][CH2:10][C:11]#[C:12][CH3:13])[N:5]=[CH:4][N:3]=1.C(=O)([O-])[O-].[K+].[K+].[C:20]1([OH:26])[CH:25]=[CH:24][CH:23]=[CH:22][CH:21]=1.[Cl-].[NH4+], predict the reaction product. The product is: [CH2:10]([O:9][C:6]1[C:7]([F:8])=[C:2]([O:26][C:20]2[CH:25]=[CH:24][CH:23]=[CH:22][CH:21]=2)[N:3]=[CH:4][N:5]=1)[C:11]#[C:12][CH3:13]. (8) Given the reactants [Cl-].[Li+].C1(C2CCCCCCCCCC=2)CCCCCCCCNN=1.[CH2:25]([O:27][C:28](=[O:38])[CH2:29]P(OCC)(OCC)=O)[CH3:26].[Cl:39][C:40]1[CH:41]=[C:42]([C@@H:47]2[O:53][CH2:52][CH2:51][N:50]([C:54]([O:56][C:57]([CH3:60])([CH3:59])[CH3:58])=[O:55])[CH2:49][C@H:48]2[CH:61]=O)[CH:43]=[CH:44][C:45]=1[Cl:46], predict the reaction product. The product is: [Cl:39][C:40]1[CH:41]=[C:42]([C@@H:47]2[O:53][CH2:52][CH2:51][N:50]([C:54]([O:56][C:57]([CH3:60])([CH3:59])[CH3:58])=[O:55])[CH2:49][C@H:48]2/[CH:61]=[CH:29]/[C:28]([O:27][CH2:25][CH3:26])=[O:38])[CH:43]=[CH:44][C:45]=1[Cl:46]. (9) Given the reactants [C:1]1([C:7]2[CH:8]=[C:9]3[C:14](=[CH:15][CH:16]=2)[C:13]([NH2:17])=[CH:12][CH:11]=[CH:10]3)[CH:6]=[CH:5][CH:4]=[CH:3][CH:2]=1.Cl[C:19]1[N:28]=[CH:27][C:26]([CH:29]2[CH2:31][CH2:30]2)=[CH:25][C:20]=1[C:21]([O:23][CH3:24])=[O:22].C(=O)([O-])[O-].[Cs+].[Cs+], predict the reaction product. The product is: [CH:29]1([C:26]2[CH:27]=[N:28][C:19]([NH:17][C:13]3[C:14]4[C:9](=[CH:8][C:7]([C:1]5[CH:2]=[CH:3][CH:4]=[CH:5][CH:6]=5)=[CH:16][CH:15]=4)[CH:10]=[CH:11][CH:12]=3)=[C:20]([CH:25]=2)[C:21]([O:23][CH3:24])=[O:22])[CH2:30][CH2:31]1. (10) The product is: [I-:17].[C:14]([CH:5]([CH2:6][CH:7]([CH3:13])[C:8]([O:10][CH2:11][CH3:12])=[O:9])[CH2:4][N+:2]([CH3:18])([CH3:3])[CH3:1])(=[O:16])[CH3:15]. Given the reactants [CH3:1][N:2]([CH2:4][CH:5]([C:14](=[O:16])[CH3:15])[CH2:6][CH:7]([CH3:13])[C:8]([O:10][CH2:11][CH3:12])=[O:9])[CH3:3].[I:17][CH3:18], predict the reaction product.